Dataset: Reaction yield outcomes from USPTO patents with 853,638 reactions. Task: Predict the reaction yield, written as a fraction of the theoretical maximum amount of product (1.0 means a 100% yield; for example, 0.34 means a 34% yield). (1) The reactants are [CH2:1]([C:4]1[C:9]([N+:10]([O-:12])=[O:11])=[CH:8][CH:7]=[CH:6][C:5]=1[OH:13])[CH:2]=[CH2:3].[C:14](OC(=O)C)(=[O:16])[CH3:15]. The catalyst is N1C=CC=CC=1. The product is [C:14]([O:13][C:5]1[C:4]([CH2:1][CH:2]=[CH2:3])=[C:9]([N+:10]([O-:12])=[O:11])[CH:8]=[CH:7][CH:6]=1)(=[O:16])[CH3:15]. The yield is 0.990. (2) The reactants are [NH2:1][CH2:2][CH2:3][CH2:4][CH:5]1[CH2:10][CH2:9][N:8]([C:11]([O:13][C:14]([CH3:17])([CH3:16])[CH3:15])=[O:12])[CH2:7][CH2:6]1.[NH:18]1[C:26]2[CH:25]=[CH:24][N:23]=[CH:22][C:21]=2[CH:20]=[C:19]1[C:27](O)=[O:28].CN(C(ON1N=NC2C=CC=NC1=2)=[N+](C)C)C.F[P-](F)(F)(F)(F)F.CCN(C(C)C)C(C)C. The catalyst is CN(C=O)C.O. The product is [NH:18]1[C:26]2[CH:25]=[CH:24][N:23]=[CH:22][C:21]=2[CH:20]=[C:19]1[C:27]([NH:1][CH2:2][CH2:3][CH2:4][CH:5]1[CH2:10][CH2:9][N:8]([C:11]([O:13][C:14]([CH3:17])([CH3:16])[CH3:15])=[O:12])[CH2:7][CH2:6]1)=[O:28]. The yield is 0.750. (3) The reactants are [CH3:1][C:2]1[CH:3]=[CH:4][C:5]([O:10][C:11]2[CH:16]=[CH:15][C:14]([N+:17]([O-:19])=[O:18])=[CH:13][CH:12]=2)=[C:6]([O:8]C)[CH:7]=1.B(Br)(Br)Br. The catalyst is C(Cl)Cl. The product is [CH3:1][C:2]1[CH:3]=[CH:4][C:5]([O:10][C:11]2[CH:16]=[CH:15][C:14]([N+:17]([O-:19])=[O:18])=[CH:13][CH:12]=2)=[C:6]([OH:8])[CH:7]=1. The yield is 0.870. (4) The product is [CH3:1][N:2]1[C:10]2[C:9]([O:11][CH2:12][C:13]3[CH:19]=[CH:18][C:16]([NH:17][C:34]([NH:33][C:27]4[CH:32]=[CH:31][CH:30]=[CH:29][CH:28]=4)=[O:35])=[CH:15][CH:14]=3)=[N:8][CH:7]=[N:6][C:5]=2[CH:4]=[CH:3]1. The yield is 0.770. The catalyst is O1CCCC1. The reactants are [CH3:1][N:2]1[C:10]2[C:9]([O:11][CH2:12][C:13]3[CH:19]=[CH:18][C:16]([NH2:17])=[CH:15][CH:14]=3)=[N:8][CH:7]=[N:6][C:5]=2[CH:4]=[CH:3]1.C(N(CC)CC)C.[C:27]1([N:33]=[C:34]=[O:35])[CH:32]=[CH:31][CH:30]=[CH:29][CH:28]=1. (5) The reactants are [CH3:1][O:2][CH2:3][O:4][C:5]1[CH:13]=[CH:12][C:8]([CH2:9][CH2:10][NH2:11])=[CH:7][CH:6]=1.[C:14]([CH2:16][C:17](O)=[O:18])#[N:15].P(C#N)(=O)(OCC)OCC.C(N(CC)CC)C.C(=O)(O)[O-].[Na+]. The catalyst is CN(C)C=O. The product is [C:14]([CH2:16][C:17]([NH:11][CH2:10][CH2:9][C:8]1[CH:12]=[CH:13][C:5]([O:4][CH2:3][O:2][CH3:1])=[CH:6][CH:7]=1)=[O:18])#[N:15]. The yield is 0.450. (6) The reactants are [H][H].Cl.[Cl:4][C:5]1[CH:6]=[C:7]([C:12]2[CH2:13][CH2:14][NH:15][CH2:16][CH:17]=2)[CH:8]=[CH:9][C:10]=1[Cl:11]. The catalyst is [Pd]. The product is [ClH:4].[Cl:4][C:5]1[CH:6]=[C:7]([CH:12]2[CH2:17][CH2:16][NH:15][CH2:14][CH2:13]2)[CH:8]=[CH:9][C:10]=1[Cl:11]. The yield is 0.720. (7) The reactants are Br[CH2:2][C:3]([N:5]1[CH2:14][CH2:13][C:12]2[C:7](=[CH:8][CH:9]=[C:10]([C:16]3[N:20]=[C:19]([C:21]4[CH:26]=[CH:25][C:24]([O:27][CH:28]([CH3:30])[CH3:29])=[C:23]([Cl:31])[CH:22]=4)[O:18][N:17]=3)[C:11]=2[CH3:15])[CH2:6]1)=[O:4].C(=O)([O-])[O-].[K+].[K+].[CH2:38]([CH2:40][NH2:41])[OH:39]. The catalyst is C(#N)C. The product is [ClH:31].[Cl:31][C:23]1[CH:22]=[C:21]([C:19]2[O:18][N:17]=[C:16]([C:10]3[C:11]([CH3:15])=[C:12]4[C:7](=[CH:8][CH:9]=3)[CH2:6][N:5]([C:3](=[O:4])[CH2:2][NH:41][CH2:40][CH2:38][OH:39])[CH2:14][CH2:13]4)[N:20]=2)[CH:26]=[CH:25][C:24]=1[O:27][CH:28]([CH3:29])[CH3:30]. The yield is 0.140. (8) The reactants are [CH2:1]([O:8][C:9](=[O:21])[NH:10][C:11]1[CH:20]=[CH:19][C:14]2[O:15][CH2:16][CH2:17][O:18][C:13]=2[CH:12]=1)[C:2]1[CH:7]=[CH:6][CH:5]=[CH:4][CH:3]=1.[Li]CCCC.[Br:27][CH2:28]/[CH:29]=[CH:30]/[CH2:31]Br. The catalyst is C1COCC1. The product is [CH2:1]([O:8][C:9](=[O:21])[N:10]([CH2:31][CH:30]=[CH:29][CH2:28][Br:27])[C:11]1[CH:20]=[CH:19][C:14]2[O:15][CH2:16][CH2:17][O:18][C:13]=2[CH:12]=1)[C:2]1[CH:7]=[CH:6][CH:5]=[CH:4][CH:3]=1. The yield is 0.380. (9) The product is [Cl:21][C:19]1[C:18]2[NH:17][N:16]=[CH:15][C:14]=2[C:13]2[CH2:22][N:23]([CH2:26][C:27]([F:28])([F:30])[F:29])[C:24](=[O:25])[C@H:10]([OH:9])[CH2:11][C:12]=2[CH:20]=1. No catalyst specified. The yield is 0.530. The reactants are C([O:9][C@H:10]1[C:24](=[O:25])[N:23]([CH2:26][C:27]([F:30])([F:29])[F:28])[CH2:22][C:13]2[C:14]3[CH:15]=[N:16][NH:17][C:18]=3[C:19]([Cl:21])=[CH:20][C:12]=2[CH2:11]1)(=O)C1C=CC=CC=1.C1COCC1.[OH-].[Li+].O.